From a dataset of Reaction yield outcomes from USPTO patents with 853,638 reactions. Predict the reaction yield, written as a fraction of the theoretical maximum amount of product (1.0 means a 100% yield; for example, 0.34 means a 34% yield). The reactants are [C:1]([O:5][C:6](=[O:17])[NH:7][CH2:8][C:9]1[C:14]([Br:15])=[CH:13][N:12]=[C:11]([NH2:16])[CH:10]=1)([CH3:4])([CH3:3])[CH3:2].N1([CH:27](N(CCOC)C)[CH:28](N2C3C=CC=CC=3N=N2)[N:29]([CH2:31][CH2:32][O:33][CH3:34])[CH3:30])C2C=CC=CC=2N=N1. No catalyst specified. The product is [C:1]([O:5][C:6](=[O:17])[NH:7][CH2:8][C:9]1[C:14]([Br:15])=[CH:13][N:12]2[C:28]([N:29]([CH2:31][CH2:32][O:33][CH3:34])[CH3:30])=[CH:27][N:16]=[C:11]2[CH:10]=1)([CH3:4])([CH3:2])[CH3:3]. The yield is 0.670.